Dataset: Catalyst prediction with 721,799 reactions and 888 catalyst types from USPTO. Task: Predict which catalyst facilitates the given reaction. (1) Reactant: N1(O[C:11]2[N:16]=[C:15]([NH:17][CH2:18][C:19]3[CH:24]=[CH:23][CH:22]=[CH:21][CH:20]=3)[C:14]([C:25]([NH2:27])=[O:26])=[CH:13][N:12]=2)C2C=CC=CC=2N=N1.[NH2:28][C:29]1[CH:30]=[C:31]([NH:35][C:36]([C@@H:38]2[CH2:42][CH2:41][CH2:40][N:39]2[CH3:43])=[O:37])[CH:32]=[CH:33][CH:34]=1. Product: [CH2:18]([NH:17][C:15]1[C:14]([C:25]([NH2:27])=[O:26])=[CH:13][N:12]=[C:11]([NH:28][C:29]2[CH:34]=[CH:33][CH:32]=[C:31]([NH:35][C:36]([C@@H:38]3[CH2:42][CH2:41][CH2:40][N:39]3[CH3:43])=[O:37])[CH:30]=2)[N:16]=1)[C:19]1[CH:20]=[CH:21][CH:22]=[CH:23][CH:24]=1. The catalyst class is: 37. (2) Reactant: [CH3:1][CH:2]([OH:6])[CH:3]([OH:5])[CH3:4].CCN(CC)CC.[CH3:14][S:15](Cl)(=[O:17])=[O:16]. Product: [CH3:14][S:15]([O:5][CH:3]([CH:2]([O:6][S:15]([CH3:14])(=[O:17])=[O:16])[CH3:1])[CH3:4])(=[O:17])=[O:16]. The catalyst class is: 2. (3) Reactant: [NH2:1][OH:2].O.[CH3:4][S:5]([C:8]1[CH:9]=[C:10]([S:14](Cl)(=[O:16])=[O:15])[CH:11]=[CH:12][CH:13]=1)(=[O:7])=[O:6].S(Cl)(Cl)(=O)=O. Product: [OH:2][NH:1][S:14]([C:10]1[CH:11]=[CH:12][CH:13]=[C:8]([S:5]([CH3:4])(=[O:7])=[O:6])[CH:9]=1)(=[O:16])=[O:15]. The catalyst class is: 76. (4) Reactant: [Cl:1][C:2]1[N:3]=[C:4]([NH:11][CH2:12][CH:13]2[CH2:16][N:15](C(OC(C)(C)C)=O)[CH2:14]2)[C:5]2[O:10][CH:9]=[CH:8][C:6]=2[N:7]=1.FC(F)(F)C(O)=O. Product: [NH:15]1[CH2:16][CH:13]([CH2:12][NH:11][C:4]2[C:5]3[O:10][CH:9]=[CH:8][C:6]=3[N:7]=[C:2]([Cl:1])[N:3]=2)[CH2:14]1. The catalyst class is: 4. (5) Reactant: [CH2:1]([NH2:7])[C:2]1[O:6][CH:5]=[CH:4][CH:3]=1.[C:8](=[S:10])=[S:9].C(N(CC)CC)C.[CH:18]([CH:20]=[CH2:21])=[O:19]. Product: [O:6]1[CH:5]=[CH:4][CH:3]=[C:2]1[CH2:1][N:7]1[CH:18]([OH:19])[CH2:20][CH2:21][S:9][C:8]1=[S:10]. The catalyst class is: 6.